Dataset: Full USPTO retrosynthesis dataset with 1.9M reactions from patents (1976-2016). Task: Predict the reactants needed to synthesize the given product. (1) The reactants are: [CH3:1][C:2]1[CH:7]=[CH:6][C:5]([S:8]([O:11][CH2:12][C@@H:13]2[O:18][C:17]3[CH:19]=[CH:20][C:21]([F:23])=[CH:22][C:16]=3[O:15][CH2:14]2)(=[O:10])=[O:9])=[CH:4][CH:3]=1.[N+:24]([O-])([OH:26])=[O:25]. Given the product [CH3:1][C:2]1[CH:7]=[CH:6][C:5]([S:8]([O:11][CH2:12][CH:13]2[O:18][C:17]3[CH:19]=[C:20]([N+:24]([O-:26])=[O:25])[C:21]([F:23])=[CH:22][C:16]=3[O:15][CH2:14]2)(=[O:10])=[O:9])=[CH:4][CH:3]=1, predict the reactants needed to synthesize it. (2) Given the product [Cl:15][C:16]1[CH:21]=[C:20]([Cl:22])[CH:19]=[CH:18][C:17]=1[C:2]1[CH:3]=[CH:4][C:5]([O:10][C:11]([F:14])([F:13])[F:12])=[C:6]([CH:7]=[O:8])[CH:9]=1, predict the reactants needed to synthesize it. The reactants are: Br[C:2]1[CH:3]=[CH:4][C:5]([O:10][C:11]([F:14])([F:13])[F:12])=[C:6]([CH:9]=1)[CH:7]=[O:8].[Cl:15][C:16]1[CH:21]=[C:20]([Cl:22])[CH:19]=[CH:18][C:17]=1B(O)O. (3) Given the product [Br:6][C:15]1[C:14]([C:24]#[N:25])=[N:13][N:12]([CH2:11][CH2:10][O:9][CH3:8])[C:16]=1[CH2:17][CH:18]1[CH2:23][CH2:22][O:21][CH2:20][CH2:19]1, predict the reactants needed to synthesize it. The reactants are: C([O-])(=O)C.[K+].[Br:6]Br.[CH3:8][O:9][CH2:10][CH2:11][N:12]1[C:16]([CH2:17][CH:18]2[CH2:23][CH2:22][O:21][CH2:20][CH2:19]2)=[CH:15][C:14]([C:24]#[N:25])=[N:13]1.S([O-])(O)=O.[Na+]. (4) The reactants are: [CH2:1]1[CH:5]2[CH2:6][NH:7][CH2:8][CH:4]2[CH2:3][N:2]1[C:9]([C:11]1[CH:16]=[CH:15][CH:14]=[CH:13][C:12]=1[C:17]1[S:18][CH:19]=[CH:20][CH:21]=1)=[O:10].Cl[C:23]1[N:28]=[C:27]([CH3:29])[CH:26]=[CH:25][N:24]=1. Given the product [CH3:29][C:27]1[CH:26]=[CH:25][N:24]=[C:23]([N:7]2[CH2:8][CH:4]3[CH:5]([CH2:1][N:2]([C:9]([C:11]4[CH:16]=[CH:15][CH:14]=[CH:13][C:12]=4[C:17]4[S:18][CH:19]=[CH:20][CH:21]=4)=[O:10])[CH2:3]3)[CH2:6]2)[N:28]=1, predict the reactants needed to synthesize it.